From a dataset of Reaction yield outcomes from USPTO patents with 853,638 reactions. Predict the reaction yield, written as a fraction of the theoretical maximum amount of product (1.0 means a 100% yield; for example, 0.34 means a 34% yield). (1) The reactants are Br[C:2]1[C:10]2[C:9]([NH:11][C@H:12]([C:14]3[N:19]([C:20]4[CH:25]=[CH:24][CH:23]=[CH:22][CH:21]=4)[C:18](=[O:26])[C:17]4=[C:27]([CH3:30])[CH:28]=[CH:29][N:16]4[N:15]=3)[CH3:13])=[N:8][CH:7]=[N:6][C:5]=2[N:4]([CH2:31][O:32][CH2:33][CH2:34][Si:35]([CH3:38])([CH3:37])[CH3:36])[CH:3]=1.[NH:39]1[CH:43]=[C:42](B(O)O)[CH:41]=[N:40]1.C(=O)([O-])[O-].[Na+].[Na+]. The catalyst is Cl[Pd](Cl)([P](C1C=CC=CC=1)(C1C=CC=CC=1)C1C=CC=CC=1)[P](C1C=CC=CC=1)(C1C=CC=CC=1)C1C=CC=CC=1. The product is [NH:39]1[CH:43]=[C:42]([C:2]2[C:10]3[C:9]([NH:11][C@H:12]([C:14]4[N:19]([C:20]5[CH:25]=[CH:24][CH:23]=[CH:22][CH:21]=5)[C:18](=[O:26])[C:17]5=[C:27]([CH3:30])[CH:28]=[CH:29][N:16]5[N:15]=4)[CH3:13])=[N:8][CH:7]=[N:6][C:5]=3[N:4]([CH2:31][O:32][CH2:33][CH2:34][Si:35]([CH3:38])([CH3:37])[CH3:36])[CH:3]=2)[CH:41]=[N:40]1. The yield is 0.410. (2) The reactants are O/[C:2](=[CH:8]\[C:9](=O)[C:10]1[CH:15]=[CH:14][CH:13]=[CH:12][CH:11]=1)/[C:3]([O:5][CH2:6][CH3:7])=[O:4].O.[NH2:18][NH2:19].Cl. The catalyst is C(O)C. The product is [C:10]1([C:9]2[NH:19][N:18]=[C:2]([C:3]([O:5][CH2:6][CH3:7])=[O:4])[CH:8]=2)[CH:15]=[CH:14][CH:13]=[CH:12][CH:11]=1. The yield is 0.840.